This data is from Forward reaction prediction with 1.9M reactions from USPTO patents (1976-2016). The task is: Predict the product of the given reaction. (1) Given the reactants N1(C(OC(C)(C)C)=O)C[CH2:4][CH2:3][CH:2]1[C:6]([O:8][C:9]1[CH:14]=[CH:13][CH:12]=[CH:11][CH:10]=1)=[O:7].[C:22]([O:26][C:27]([N:29]1CCC(C(O)=O)[CH2:30]1)=[O:28])([CH3:25])([CH3:24])[CH3:23].C1(O)C=CC=CC=1.C1CCC(N=C=NC2CCCCC2)CC1, predict the reaction product. The product is: [N:29]1([C:27]([O:26][C:22]([CH3:25])([CH3:24])[CH3:23])=[O:28])[CH2:4][CH2:3][CH:2]([C:6]([O:8][C:9]2[CH:10]=[CH:11][CH:12]=[CH:13][CH:14]=2)=[O:7])[CH2:30]1. (2) Given the reactants [NH2:1][C:2]1[N:9]=[C:8]([CH3:10])[CH:7]=[CH:6][C:3]=1[CH:4]=O.[CH3:11][O:12][CH:13]([O:24][CH3:25])[C:14]1[CH:23]=CC2C(=NC=CC=2)N=1, predict the reaction product. The product is: [CH3:11][O:12][CH:13]([O:24][CH3:25])[C:14]1[CH:23]=[CH:4][C:3]2[C:2](=[N:9][C:8]([CH3:10])=[CH:7][CH:6]=2)[N:1]=1. (3) Given the reactants [C:1]([C:3]1[CH:4]=[N:5][C:6]2[CH:7]=[CH:8][C:9](=[O:31])[N:10]3[C@H:15]([CH2:16][N:17]4[CH2:22][CH2:21][CH:20]([NH:23][C:24](=[O:30])[O:25]C(C)(C)C)[CH2:19][CH2:18]4)[CH2:14][O:13][C:12]=1[C:11]=23)#[N:2].[C:32]([OH:38])(C(F)(F)F)=[O:33].C([O-])(=O)C.[Na+].[O:44]1[C:53]2[CH:52]=[C:51]([CH:54]=O)[N:50]=[CH:49][C:48]=2[O:47][CH2:46][CH2:45]1, predict the reaction product. The product is: [NH3:2].[CH3:12][OH:13].[CH:24]([OH:30])=[O:25].[CH:32]([OH:38])=[O:33].[O:44]1[C:53]2[CH:52]=[C:51]([CH2:54][NH:23][CH:20]3[CH2:21][CH2:22][N:17]([CH2:16][C@H:15]4[N:10]5[C:11]6[C:12](=[C:3]([C:1]#[N:2])[CH:4]=[N:5][C:6]=6[CH:7]=[CH:8][C:9]5=[O:31])[O:13][CH2:14]4)[CH2:18][CH2:19]3)[N:50]=[CH:49][C:48]=2[O:47][CH2:46][CH2:45]1. (4) The product is: [Cl:28][CH2:27][CH2:26][CH2:25][O:1][C:2]1[CH:3]=[CH:4][C:5]([C:8]2[CH:13]=[CH:12][C:11]([C:14]([O:16][CH3:17])=[O:15])=[CH:10][CH:9]=2)=[CH:6][CH:7]=1. Given the reactants [OH:1][C:2]1[CH:7]=[CH:6][C:5]([C:8]2[CH:13]=[CH:12][C:11]([C:14]([O:16][CH3:17])=[O:15])=[CH:10][CH:9]=2)=[CH:4][CH:3]=1.C([O-])([O-])=O.[K+].[K+].Br[CH2:25][CH2:26][CH2:27][Cl:28], predict the reaction product. (5) The product is: [N+:8]([C:5]1[CH:6]=[CH:7][C:2]([C:16]#[C:15][Si:11]([CH3:14])([CH3:13])[CH3:12])=[N:3][CH:4]=1)([O-:10])=[O:9]. Given the reactants Br[C:2]1[CH:7]=[CH:6][C:5]([N+:8]([O-:10])=[O:9])=[CH:4][N:3]=1.[Si:11]([C:15]#[CH:16])([CH3:14])([CH3:13])[CH3:12], predict the reaction product. (6) Given the reactants [C:1]([C:3]1[CH:4]=[C:5]([CH:9]=[CH:10][CH:11]=1)[C:6](Cl)=[O:7])#[N:2].[S-:12][C:13]#[N:14].[Na+], predict the reaction product. The product is: [C:1]([C:3]1[CH:4]=[C:5]([CH:9]=[CH:10][CH:11]=1)[C:6]([N:14]=[C:13]=[S:12])=[O:7])#[N:2]. (7) Given the reactants [N:1]1[CH:6]=[CH:5][CH:4]=[C:3]([CH2:7][CH:8]2[C:13](=O)[CH:12]3[CH2:15][CH2:16][N:9]2[CH2:10][CH2:11]3)[CH:2]=1.CN.[C:19]([BH3-])#[N:20].[Na+].[OH-].[K+], predict the reaction product. The product is: [NH2:20][CH2:19][CH:13]1[CH:12]2[CH2:15][CH2:16][N:9]([CH2:10][CH2:11]2)[CH:8]1[CH2:7][C:3]1[CH:2]=[N:1][CH:6]=[CH:5][CH:4]=1.